From a dataset of Retrosynthesis with 50K atom-mapped reactions and 10 reaction types from USPTO. Predict the reactants needed to synthesize the given product. (1) Given the product COc1ccc(NC(=O)[C@@](C)(N)CO)cc1NS(=O)(=O)c1ccc(-c2ccc(C)o2)c(F)c1, predict the reactants needed to synthesize it. The reactants are: COc1ccc(NC(=O)C(C)(CO)NC(=O)OC(C)(C)C)cc1NS(=O)(=O)c1ccc(-c2ccc(C)o2)c(F)c1. (2) Given the product COc1ccc(Nc2ncccc2CO)cn1, predict the reactants needed to synthesize it. The reactants are: COC(=O)c1cccnc1Nc1ccc(OC)nc1. (3) Given the product CS(=O)(=O)NCCn1cc2cc(N)ccc2n1, predict the reactants needed to synthesize it. The reactants are: CS(=O)(=O)NCCn1cc2cc([N+](=O)[O-])ccc2n1. (4) Given the product CCN(CCOc1ccc([N+](=O)[O-])cc1)C(=O)OC(C)(C)C, predict the reactants needed to synthesize it. The reactants are: CC(C)(C)OC(=O)OC(=O)OC(C)(C)C.CCNCCOc1ccc([N+](=O)[O-])cc1. (5) Given the product CC(C)Sc1nc(N)c2ncn(Cc3ccccc3)c2n1, predict the reactants needed to synthesize it. The reactants are: CC(C)S.Nc1nc(Cl)nc2c1ncn2Cc1ccccc1. (6) Given the product COC(=O)c1ccc(Sc2ccnc(Cl)n2)cc1, predict the reactants needed to synthesize it. The reactants are: COC(=O)c1ccc(S)cc1.Clc1ccnc(Cl)n1.